From a dataset of Catalyst prediction with 721,799 reactions and 888 catalyst types from USPTO. Predict which catalyst facilitates the given reaction. (1) Reactant: [N+:1]([C:4]1[C:12]2[S:11][N:10]=[CH:9][C:8]=2[C:7]([NH:13][C:14]([NH:16][CH2:17][C:18]2[CH:23]=[CH:22][C:21]([C:24]([F:27])([F:26])[F:25])=[CH:20][CH:19]=2)=[O:15])=[CH:6][CH:5]=1)([O-])=O.O.O.[Sn](Cl)Cl.[OH-].[Na+]. Product: [NH2:1][C:4]1[C:12]2[S:11][N:10]=[CH:9][C:8]=2[C:7]([NH:13][C:14]([NH:16][CH2:17][C:18]2[CH:23]=[CH:22][C:21]([C:24]([F:26])([F:27])[F:25])=[CH:20][CH:19]=2)=[O:15])=[CH:6][CH:5]=1. The catalyst class is: 295. (2) Reactant: [CH3:1][O:2][C@H:3]1[CH2:7][N:6](C(OOC(C)(C)C)=O)[C@@H:5]([C:16]([O-:18])=[O:17])[CH2:4]1.Cl. Product: [CH3:1][O:2][C@H:3]1[CH2:7][NH:6][C@@H:5]([C:16]([OH:18])=[O:17])[CH2:4]1. The catalyst class is: 1. (3) Reactant: [FH:1].F.F.C(N(CC)CC)C.C(N(CC)CC)C.[CH2:18]([O:20][C:21]([CH:23]1[CH2:26][C:25](O)([C:27]2[CH:32]=[CH:31][C:30]([C:33]3[CH2:37][C:36]([C:42]4[CH:47]=[C:46]([Cl:48])[C:45]([Cl:49])=[C:44]([Cl:50])[CH:43]=4)([C:38]([F:41])([F:40])[F:39])[O:35][N:34]=3)=[CH:29][CH:28]=2)[CH2:24]1)=[O:22])[CH3:19]. Product: [CH2:18]([O:20][C:21]([CH:23]1[CH2:24][C:25]([F:1])([C:27]2[CH:32]=[CH:31][C:30]([C:33]3[CH2:37][C:36]([C:42]4[CH:43]=[C:44]([Cl:50])[C:45]([Cl:49])=[C:46]([Cl:48])[CH:47]=4)([C:38]([F:40])([F:41])[F:39])[O:35][N:34]=3)=[CH:29][CH:28]=2)[CH2:26]1)=[O:22])[CH3:19]. The catalyst class is: 2. (4) Reactant: [CH2:1]([O:3][C:4](=[O:17])[C:5]([C:7]1[CH:12]=[CH:11][C:10]([S:13]([CH3:16])(=[O:15])=[O:14])=[CH:9][CH:8]=1)=O)[CH3:2].[CH:18]1([O:23][NH2:24])[CH2:22][CH2:21][CH2:20][CH2:19]1. Product: [CH2:1]([O:3][C:4](=[O:17])/[C:5](=[N:24]/[O:23][CH:18]1[CH2:22][CH2:21][CH2:20][CH2:19]1)/[C:7]1[CH:12]=[CH:11][C:10]([S:13]([CH3:16])(=[O:15])=[O:14])=[CH:9][CH:8]=1)[CH3:2]. The catalyst class is: 8. (5) Reactant: [C:1]([C:3]1[C:12]2[C:7](=[CH:8][CH:9]=[C:10]([O:13][C:14]3[CH:19]=[CH:18][CH:17]=[CH:16][CH:15]=3)[CH:11]=2)[C:6]([OH:20])=[C:5]([C:21]([NH:23][CH2:24][CH2:25][C@H:26]([OH:30])[C:27]([OH:29])=[O:28])=[O:22])[N:4]=1)#[N:2].[CH3:31]O. Product: [C:1]([C:3]1[C:12]2[C:7](=[CH:8][CH:9]=[C:10]([O:13][C:14]3[CH:15]=[CH:16][CH:17]=[CH:18][CH:19]=3)[CH:11]=2)[C:6]([OH:20])=[C:5]([C:21]([NH:23][CH2:24][CH2:25][C@H:26]([OH:30])[C:27]([O:29][CH3:31])=[O:28])=[O:22])[N:4]=1)#[N:2]. The catalyst class is: 82. (6) Reactant: [CH3:1][Mg]Br.[CH:4]([C:6]1[C:14]2[S:13][CH2:12][CH:11]([C:15]3[CH:20]=[CH:19][C:18]([CH:21]([CH3:23])[CH3:22])=[CH:17][CH:16]=3)[C:10]=2[C:9]([CH3:24])=[C:8]([NH:25][C:26](=[O:32])[CH2:27][C:28]([CH3:31])([CH3:30])[CH3:29])[C:7]=1[CH3:33])=O. Product: [CH2:4]([C:6]1[C:14]2[S:13][CH2:12][CH:11]([C:15]3[CH:16]=[CH:17][C:18]([CH:21]([CH3:22])[CH3:23])=[CH:19][CH:20]=3)[C:10]=2[C:9]([CH3:24])=[C:8]([NH:25][C:26](=[O:32])[CH2:27][C:28]([CH3:30])([CH3:29])[CH3:31])[C:7]=1[CH3:33])[CH3:1]. The catalyst class is: 6. (7) Reactant: [C:1]([C:4]1[C:9]([C:10]2[CH:15]=[CH:14][CH:13]=[CH:12][CH:11]=2)=[N:8][N:7]([CH2:16][CH3:17])[C:6](=[O:18])[C:5]=1[N+:19]([O-])=O)(=[O:3])[CH3:2].[CH3:22][O:23][C:24]([C:26]1[CH:27]=[CH:28][C:29](N)=[C:30]2[C:35]=1[N:34]=[CH:33][CH:32]=[CH:31]2)=[O:25]. Product: [C:1]([C:4]1[C:9]([C:10]2[CH:15]=[CH:14][CH:13]=[CH:12][CH:11]=2)=[N:8][N:7]([CH2:16][CH3:17])[C:6](=[O:18])[C:5]=1[NH:19][C:29]1[CH:28]=[CH:27][C:26]([C:24]([O:23][CH3:22])=[O:25])=[C:35]2[C:30]=1[CH:31]=[CH:32][CH:33]=[N:34]2)(=[O:3])[CH3:2]. The catalyst class is: 8.